Dataset: Experimentally validated miRNA-target interactions with 360,000+ pairs, plus equal number of negative samples. Task: Binary Classification. Given a miRNA mature sequence and a target amino acid sequence, predict their likelihood of interaction. (1) The miRNA is hsa-let-7e-5p with sequence UGAGGUAGGAGGUUGUAUAGUU. The protein sequence of the target gene is MAASETVRLRLQFDYPPPATPHCTAFWLLVDLNRCRVVTDLISLIRQRFGFSSGAFLGLYLEGGLLPPAESARLVRDNDCLRVKLEERGVAENSVVISNGDINLSLRKAKKRAFQLEEGEETEPDCKYSKKHWKSRENNNNNEKVLDLEPKAVTDQTVSKKNKRKNKATCGTVGDDNEEAKRKSPKKKEKCEYKKKAKNPKSPKVQAVKDWANQRCSSPKGSARNSLVKAKRKGSVSVCSKESPSSSSESESCDESISDGPSKVTLEARNSSEKLPTELSKEEPSTKNTTADKLAIKLGF.... Result: 1 (interaction). (2) The miRNA is hsa-miR-1185-1-3p with sequence AUAUACAGGGGGAGACUCUUAU. The protein sequence of the target gene is MVLDSGTQVYEQAPPRPPAGSPSQHHKLKPSNGNGPPLYPWPESLGMPLALAVPSALQQQTMWQTFSKLHLEQSSHMRRSESTYSVNSTGRRGRGKAPIGRGCDPGGTLRPAASLPHIAKIRKDVGSSSSKSPCMLVALRPTNMDQEREKFFQSHYTYNPQFEYQEPMPMSVLEKYQEASAQFMNQAVGIIEAVLEKFGTYENFEAATGGQLLTKCQIWSTVRKYMQKEGCVGEIVVQLSEDLLSQAVMMVENSRPTLAINLTGARQYWLEGMLRHEIGTHYLRGVNNSRQPWHSTEGRL.... Result: 0 (no interaction). (3) The miRNA is hsa-miR-3180-5p with sequence CUUCCAGACGCUCCGCCCCACGUCG. The protein sequence of the target gene is MAGAEGAAGRQSELEPVVSLVDVLEEDEELENEACAVLGGSDSEKCSYSQGSVKRQALYACSTCTPEGEEPAGICLACSYECHGSHKLFELYTKRNFRCDCGNSKFKNLECKLLPDKAKVNSGNKYNDNFFGLYCICKRPYPDPEDEIPDEMIQCVVCEDWFHGRHLGAIPPESGDFQEMVCQACMKRCSFLWAYAAQLAVTKISTEDDGLVRNIDGIGDQEVIKPENGEHQDSTLKEDVPEQGKDDVREVKVEQNSEPCAGSSSESDLQTVFKNESLNAESKSGCKLQELKAKQLIKKD.... Result: 1 (interaction). (4) The miRNA is ssc-miR-361-3p with sequence CCCCCAGGUGUGAUUCUGAUUUGC. The protein sequence of the target gene is MVLTLLLSAYKLCRFFAMSGPRPGAERLAVPGPDGGGGTGPWWAAGGRGPREVSPGAGTEVQDALERALPELQQALSALKQAGGARAVGAGLAEVFQLVEEAWLLPAVGREVAQGLCDAIRLDGGLDLLLRLLQAPELETRVQAARLLEQILVAENRDRVARIGLGVILNLAKEREPVELARSVAGILEHMFKHSEETCQRLVAAGGLDAVLYWCRRTDPALLRHCALALGNCALHGGQAVQRRMVEKRAAEWLFPLAFSKEDELLRLHACLAVAVLATNKEVEREVERSGTLALVEPLV.... Result: 0 (no interaction). (5) The miRNA is hsa-miR-1307-3p with sequence ACUCGGCGUGGCGUCGGUCGUG. The protein sequence of the target gene is MTDRYTIHSQLEHLQSKYIGTGHADTTKWEWLVNQHRDSYCSYMGHFDLLNYFAIAENESKARVRFNLMEKMLQPCGPPADKPEEN. Result: 1 (interaction). (6) The miRNA is hsa-miR-6771-5p with sequence CUCGGGAGGGCAUGGGCCAGGC. The protein sequence of the target gene is MQAKKRYFILLSAGSCLALLFYFGGVQFRASRSHSRREEHSGRNGLHQPSPDHFWPRFPDALRPFFPWDQLENEDSSVHISPRQKRDANSSIYKGKKCRMESCFDFTLCKKNGFKVYVYPQQKGEKIAESYQNILAAIEGSRFYTSDPSQACLFVLSLDTLDRDQLSPQYVHNLRSKVQSLHLWNNGRNHLIFNLYSGTWPDYTEDVGFDIGQAMLAKASISTENFRPNFDVSIPLFSKDHPRTGGERGFLKFNTIPPLRKYMLVFKGKRYLTGIGSDTRNALYHVHNGEDVLLLTTCKH.... Result: 0 (no interaction). (7) The miRNA is hsa-miR-4447 with sequence GGUGGGGGCUGUUGUUU. The protein sequence of the target gene is MAAIGVHLGCTSACVAVYKDGRAGVVANDAGDRVTPAVVAYSENEEIVGLAAKQSRIRNISNTVMKVKQILGRSSSDPQAQKYIAESKCLVIEKNGKLRYEIDTGEETKFVNPEDVARLIFSKMKETAHSVLGSDANDVVITVPFDFGEKQKNALGEAARAAGFNVLRLIHEPSAALLAYGIGQDSPTGKSNILVFKLGGTSLSLSVMEVNSGIYRVLSTNTDDNIGGAHFTETLAQYLASEFQRSFKHDVRGNARAMMKLTNSAEVAKHSLSTLGSANCFLDSLYEGQDFDCNVSRARF.... Result: 1 (interaction).